Dataset: Catalyst prediction with 721,799 reactions and 888 catalyst types from USPTO. Task: Predict which catalyst facilitates the given reaction. (1) Reactant: [CH3:1][N:2]1[C:6]([C:7]([NH2:9])=[O:8])=[C:5]([N+:10]([O-])=O)[C:4]([CH2:13][CH2:14][CH3:15])=[N:3]1.[H][H]. Product: [NH2:10][C:5]1[C:4]([CH2:13][CH2:14][CH3:15])=[N:3][N:2]([CH3:1])[C:6]=1[C:7]([NH2:9])=[O:8]. The catalyst class is: 94. (2) Reactant: Br[CH2:2][C:3]1[CH:4]=[CH:5][C:6]([CH3:17])=[C:7]([C:9]2[CH:14]=[CH:13][N:12]=[C:11]([O:15][CH3:16])[CH:10]=2)[CH:8]=1.[OH:18][C:19]1[N:24]=[CH:23][C:22]2[CH:25]3[CH:28]([C:29]([O:31][CH2:32][CH3:33])=[O:30])[CH:26]3[CH2:27][C:21]=2[CH:20]=1. Product: [CH3:16][O:15][C:11]1[CH:10]=[C:9]([C:7]2[CH:8]=[C:3]([CH:4]=[CH:5][C:6]=2[CH3:17])[CH2:2][O:18][C:19]2[N:24]=[CH:23][C:22]3[C@@H:25]4[C@@H:28]([C:29]([O:31][CH2:32][CH3:33])=[O:30])[C@@H:26]4[CH2:27][C:21]=3[CH:20]=2)[CH:14]=[CH:13][N:12]=1. The catalyst class is: 11. (3) Reactant: [H-].[Al+3].[Li+].[H-].[H-].[H-].[F:7][C:8]([F:24])([F:23])[C@:9]([NH:13][C@H:14]([C:17]1[CH:22]=[CH:21][CH:20]=[CH:19][CH:18]=1)[CH2:15][OH:16])([CH3:12])[C:10]#[N:11].O.C([O-])([O-])=O.[K+].[K+]. Product: [NH2:11][CH2:10][C@@:9]([NH:13][C@H:14]([C:17]1[CH:18]=[CH:19][CH:20]=[CH:21][CH:22]=1)[CH2:15][OH:16])([CH3:12])[C:8]([F:23])([F:24])[F:7]. The catalyst class is: 27. (4) Reactant: C([O:8][C:9]1[C:18]2[C:13](=[CH:14][CH:15]=[CH:16][CH:17]=2)[N:12]=[C:11](CO)[C:10]=1[CH3:21])C1C=CC=CC=1.[CH2:22]1[C:30]2[C:25](=[CH:26][C:27]([N:31]=[C:32]=O)=[CH:28][CH:29]=2)[CH2:24][CH2:23]1.C[OH:35].[CH2:36]([OH:38])C. Product: [CH3:21][C:10]1[C:9](=[O:8])[C:18]2[C:13](=[CH:14][CH:15]=[CH:16][CH:17]=2)[NH:12][C:11]=1[O:35][C:36](=[O:38])[N:31]([CH3:32])[C:27]1[CH:26]=[C:25]2[C:30](=[CH:29][CH:28]=1)[CH2:22][CH2:23][CH2:24]2. The catalyst class is: 123. (5) Reactant: [C:1]1([C:8]2[CH:13]=[CH:12][CH:11]=[CH:10][CH:9]=2)[CH:6]=[CH:5][C:4]([OH:7])=[CH:3][CH:2]=1.[I-:14].[Na+].[OH-].[Na+].Cl[O-].[Na+].S([O-])([O-])=S.[Na+].[Na+].Cl. Product: [I:14][C:5]1[CH:6]=[C:1]([C:8]2[CH:13]=[CH:12][CH:11]=[CH:10][CH:9]=2)[CH:2]=[CH:3][C:4]=1[OH:7]. The catalyst class is: 5. (6) Reactant: [C:1]([O:20][CH2:21][C@@H:22]([OH:26])[CH2:23][CH2:24][OH:25])([C:14]1[CH:19]=[CH:18][CH:17]=[CH:16][CH:15]=1)([C:8]1[CH:13]=[CH:12][CH:11]=[CH:10][CH:9]=1)[C:2]1[CH:7]=[CH:6][CH:5]=[CH:4][CH:3]=1.N1C=CN=C1.[Si:32](Cl)([C:35]([CH3:38])([CH3:37])[CH3:36])([CH3:34])[CH3:33]. Product: [Si:32]([O:25][CH2:24][CH2:23][C@H:22]([OH:26])[CH2:21][O:20][C:1]([C:8]1[CH:13]=[CH:12][CH:11]=[CH:10][CH:9]=1)([C:14]1[CH:15]=[CH:16][CH:17]=[CH:18][CH:19]=1)[C:2]1[CH:3]=[CH:4][CH:5]=[CH:6][CH:7]=1)([C:35]([CH3:38])([CH3:37])[CH3:36])([CH3:34])[CH3:33]. The catalyst class is: 575. (7) Reactant: [CH:1]([O:3][C:4]([N:6]1[CH2:30][C@:29]2([C:31](=[O:34])[CH2:32][OH:33])[C@@H:8]([CH2:9][C@H:10]3[C@H:23]4[C@@:14]([F:27])([C@:15]5([CH3:26])[C:20]([C@@H:21]([F:24])[CH2:22]4)=[CH:19][C:18](=[O:25])[CH:17]=[CH:16]5)[C@@H:13]([OH:28])[CH2:12][C@@:11]32[CH3:35])[CH2:7]1)=[O:5])=[CH2:2].[CH3:36][S:37](Cl)(=[O:39])=[O:38].CCN(C(C)C)C(C)C. Product: [CH:1]([O:3][C:4]([N:6]1[CH2:30][C@:29]2([C:31](=[O:34])[CH2:32][O:33][S:37]([CH3:36])(=[O:39])=[O:38])[C@@H:8]([CH2:9][C@H:10]3[C@H:23]4[C@@:14]([F:27])([C@:15]5([CH3:26])[C:20]([C@@H:21]([F:24])[CH2:22]4)=[CH:19][C:18](=[O:25])[CH:17]=[CH:16]5)[C@@H:13]([OH:28])[CH2:12][C@@:11]32[CH3:35])[CH2:7]1)=[O:5])=[CH2:2]. The catalyst class is: 2.